The task is: Predict the product of the given reaction.. This data is from Forward reaction prediction with 1.9M reactions from USPTO patents (1976-2016). (1) Given the reactants [OH:1][C:2]1[CH:3]=[C:4]([CH:8]=[CH:9][C:10]=1[O:11][CH3:12])[C:5]([OH:7])=[O:6].S(=O)(=O)(O)O.[CH3:18]O, predict the reaction product. The product is: [OH:1][C:2]1[CH:3]=[C:4]([CH:8]=[CH:9][C:10]=1[O:11][CH3:12])[C:5]([O:7][CH3:18])=[O:6]. (2) Given the reactants F[C:2]1[CH:3]=[CH:4][C:5]([N+:10]([O-:12])=[O:11])=[C:6]([CH:9]=1)[CH:7]=[O:8].[C:13]1([OH:19])[CH:18]=[CH:17][CH:16]=[CH:15][CH:14]=1.C([O-])([O-])=O.[K+].[K+], predict the reaction product. The product is: [N+:10]([C:5]1[CH:4]=[CH:3][C:2]([O:19][C:13]2[CH:18]=[CH:17][CH:16]=[CH:15][CH:14]=2)=[CH:9][C:6]=1[CH:7]=[O:8])([O-:12])=[O:11]. (3) Given the reactants [CH3:1][O:2][C:3]1[CH:4]=[C:5]([N:23]2[CH2:27][CH2:26][C:25]([Se]C3C=CC=CC=3)([O:28][C:29]3[CH:34]=[CH:33][C:32]([O:35][C:36]([F:39])([F:38])[F:37])=[CH:31][CH:30]=3)[C:24]2=[O:47])[CH:6]=[CH:7][C:8]=1[O:9][CH2:10][C:11]([CH3:22])([O:13][CH2:14][O:15][CH2:16][CH2:17][Si:18]([CH3:21])([CH3:20])[CH3:19])[CH3:12].OO, predict the reaction product. The product is: [CH3:1][O:2][C:3]1[CH:4]=[C:5]([N:23]2[CH2:27][CH:26]=[C:25]([O:28][C:29]3[CH:34]=[CH:33][C:32]([O:35][C:36]([F:37])([F:39])[F:38])=[CH:31][CH:30]=3)[C:24]2=[O:47])[CH:6]=[CH:7][C:8]=1[O:9][CH2:10][C:11]([CH3:22])([O:13][CH2:14][O:15][CH2:16][CH2:17][Si:18]([CH3:21])([CH3:20])[CH3:19])[CH3:12].